Dataset: Experimentally validated miRNA-target interactions with 360,000+ pairs, plus equal number of negative samples. Task: Binary Classification. Given a miRNA mature sequence and a target amino acid sequence, predict their likelihood of interaction. (1) The miRNA is rno-miR-31a-5p with sequence AGGCAAGAUGCUGGCAUAGCUG. The protein sequence of the target gene is MNRPLSAEAEEELEWQVASRRRKAWAKCRSSWQASETEDLSTETTTQDEDEDDEEDLPGTKLPAPAGRGNVPNEKIAIWLKDCRTPLGASLDEQSSGTPKGVLVRNGGSFEDDLSLGAEANHLHEPDAQVENCNNILAKERRLQFHQKGRSMNSTGSGKSSGTVSSVSELLELYEEDPEEILYNLGFGRDEPDIASKIPSRFFNSSSFARGIDIKVFLSAQMQRMEVENPNYALTSRFRQIEVLTTVANAFSSLYSQVSGTPLQRIGSMSSVTSTKEVADSPPPLTRSNTANRLMKTLSK.... Result: 0 (no interaction). (2) Result: 0 (no interaction). The protein sequence of the target gene is MKKFSRMPKSEGSGGGAAAGGAAGGGLGGGFASSSMGVRVFAVGRYQVTLEESLAEGGFSTVFLVRTHSGIRCALKRMYVNNTPDLNICKREITIMKELSGHKNIVGYLDCAVNSISDNVWEVLILMEYCRAGQVVNQMNKKLQTGFTESEVLQIFCDTCEAVARLHQCKTPIIHRDLKVENILLNDAGNYVLCDFGSATNKFLNPQKDGVNVVEEEIKKYTTLSYRAPEMINLYGGKPITTKADIWALGCLLYKLCFFTLPFGESQVAICDGSFTIPDNSRYSHNVHCLIRFMLEPDPE.... The miRNA is dre-miR-10a-5p with sequence UACCCUGUAGAUCCGAAUUUGU. (3) The miRNA is hsa-miR-548aw with sequence GUGCAAAAGUCAUCACGGUU. The protein sequence of the target gene is MGVLAAAARCLVRGADRMSKWTSKRGPRSFRGRKGRGAKGIGFLTSGWRFVQIKEMVPEFVVPDLTGFKLKPYVSYLAPESEETPLTAAQLFSEAVAPAIEKDFKDGTFDPDNLEKYGFEPTQEGKLFQLYPRNFLR. Result: 0 (no interaction). (4) The miRNA is hsa-miR-589-5p with sequence UGAGAACCACGUCUGCUCUGAG. The protein sequence of the target gene is MDDKASVGKISVSSDSVSTLNSEDFVLVSRQGDETPSTNNGSDDEKTGLKIVGNGSEQQLQKELADVLMDPPMDDQPGERSQLDGEGDGPLSNQLSASSTINPVPLVGLPKPEMSLPVKPGQGDSEVSSPFTPVADEDSVVFNKLTYLGCASVNAPRSEVEALRMMSILRSQCQISLDVTLSVPNVSEGTVRLLDPQTNTEIANYPIYKILFCVRGHDGTPESDCFAFTESHYNAELFRIHVFRCEIQEAVSRILYSFATAFRRSAKQTPLSATAAPQTPDSDIFTFSVSLEIKEDDGKG.... Result: 0 (no interaction). (5) The miRNA is mmu-miR-465a-5p with sequence UAUUUAGAAUGGCACUGAUGUGA. Result: 0 (no interaction). The protein sequence of the target gene is MGSRPPCGATSSARRACQFPAPMAAAREPELPQEAPATEPAPPPACRFFLEGRCRFGARCRQPHPGAPAPPGREAQPEAGAKKPPLRTAADVIQRIRWDPRLDPADFSVGYVDRFLGVREEPFSAFCWDQPLAALGPGVLAVPQHRVRFFRFHGRLVWDRASRTDLVFGSGSAAGRGPTILDAPNTEGAHGAEGAEWTLAGTGQEAQAAPKRGSTRPLCTGHQEPGVEEPGELEAAQERALGTAADLGTLAPRGRLAGVTEEALKPTAATRTTLLGGKEAQALGVPGGSAETTEAEWGPA....